Dataset: Catalyst prediction with 721,799 reactions and 888 catalyst types from USPTO. Task: Predict which catalyst facilitates the given reaction. (1) Reactant: [F:1][C:2]1[CH:7]=[CH:6][CH:5]=[CH:4][C:3]=1[C:8](=O)[CH2:9][C:10]([O:12]C)=O.C(N(CC)CC)C.Cl.[CH3:23][CH:24]([NH:26][NH2:27])[CH3:25]. Product: [F:1][C:2]1[CH:7]=[CH:6][CH:5]=[CH:4][C:3]=1[C:8]1[CH:9]=[C:10]([OH:12])[N:26]([CH:24]([CH3:25])[CH3:23])[N:27]=1. The catalyst class is: 511. (2) Reactant: N(C(OC(C)C)=O)=NC(OC(C)C)=O.C1(P(C2C=CC=CC=2)C2C=CC=CC=2)C=CC=CC=1.[CH2:34]([O:41][C:42]1[CH:51]=[CH:50][C:45]([C:46]([O:48][CH3:49])=[O:47])=[CH:44][C:43]=1[OH:52])[C:35]1[CH:40]=[CH:39][CH:38]=[CH:37][CH:36]=1.[F:53][C:54]([F:59])([F:58])[CH2:55][CH2:56]O. Product: [CH2:34]([O:41][C:42]1[CH:51]=[CH:50][C:45]([C:46]([O:48][CH3:49])=[O:47])=[CH:44][C:43]=1[O:52][CH2:56][CH2:55][C:54]([F:59])([F:58])[F:53])[C:35]1[CH:36]=[CH:37][CH:38]=[CH:39][CH:40]=1. The catalyst class is: 7. (3) Reactant: [CH2:1]([O:8][C:9]1[CH:16]=[CH:15][C:12]([CH:13]=O)=[CH:11][CH:10]=1)[C:2]1[CH:7]=[CH:6][CH:5]=[CH:4][CH:3]=1.[NH2:17][C:18]1[C:23]([NH2:24])=[C:22]([CH:25]2[CH2:30][CH2:29][N:28]([C:31]([O:33][C:34]([CH3:37])([CH3:36])[CH3:35])=[O:32])[CH2:27][CH2:26]2)[CH:21]=[CH:20][N:19]=1.C(OI(C1C=CC=CC=1)OC(=O)C)(=O)C. Product: [CH2:1]([O:8][C:9]1[CH:16]=[CH:15][C:12]([C:13]2[NH:17][C:18]3=[N:19][CH:20]=[CH:21][C:22]([CH:25]4[CH2:30][CH2:29][N:28]([C:31]([O:33][C:34]([CH3:36])([CH3:35])[CH3:37])=[O:32])[CH2:27][CH2:26]4)=[C:23]3[N:24]=2)=[CH:11][CH:10]=1)[C:2]1[CH:7]=[CH:6][CH:5]=[CH:4][CH:3]=1. The catalyst class is: 6.